From a dataset of NCI-60 drug combinations with 297,098 pairs across 59 cell lines. Regression. Given two drug SMILES strings and cell line genomic features, predict the synergy score measuring deviation from expected non-interaction effect. (1) Drug 1: CC1=C(C(CCC1)(C)C)C=CC(=CC=CC(=CC(=O)O)C)C. Drug 2: CC1C(C(CC(O1)OC2CC(OC(C2O)C)OC3=CC4=CC5=C(C(=O)C(C(C5)C(C(=O)C(C(C)O)O)OC)OC6CC(C(C(O6)C)O)OC7CC(C(C(O7)C)O)OC8CC(C(C(O8)C)O)(C)O)C(=C4C(=C3C)O)O)O)O. Cell line: HT29. Synergy scores: CSS=26.3, Synergy_ZIP=-0.946, Synergy_Bliss=-1.35, Synergy_Loewe=-21.2, Synergy_HSA=-1.63. (2) Drug 1: C1=CC(=CC=C1CCC2=CNC3=C2C(=O)NC(=N3)N)C(=O)NC(CCC(=O)O)C(=O)O. Drug 2: CC1OCC2C(O1)C(C(C(O2)OC3C4COC(=O)C4C(C5=CC6=C(C=C35)OCO6)C7=CC(=C(C(=C7)OC)O)OC)O)O. Cell line: HCT-15. Synergy scores: CSS=49.1, Synergy_ZIP=-1.04, Synergy_Bliss=-1.55, Synergy_Loewe=0.278, Synergy_HSA=3.54. (3) Drug 1: COC1=CC(=CC(=C1O)OC)C2C3C(COC3=O)C(C4=CC5=C(C=C24)OCO5)OC6C(C(C7C(O6)COC(O7)C8=CC=CS8)O)O. Drug 2: CC12CCC3C(C1CCC2O)C(CC4=C3C=CC(=C4)O)CCCCCCCCCS(=O)CCCC(C(F)(F)F)(F)F. Cell line: SF-268. Synergy scores: CSS=9.62, Synergy_ZIP=-3.83, Synergy_Bliss=-1.21, Synergy_Loewe=-11.1, Synergy_HSA=-1.79. (4) Drug 1: CCC(=C(C1=CC=CC=C1)C2=CC=C(C=C2)OCCN(C)C)C3=CC=CC=C3.C(C(=O)O)C(CC(=O)O)(C(=O)O)O. Drug 2: C(CC(=O)O)C(=O)CN.Cl. Cell line: OVCAR-8. Synergy scores: CSS=2.58, Synergy_ZIP=2.28, Synergy_Bliss=5.73, Synergy_Loewe=0.752, Synergy_HSA=1.03.